Dataset: Peptide-MHC class II binding affinity with 134,281 pairs from IEDB. Task: Regression. Given a peptide amino acid sequence and an MHC pseudo amino acid sequence, predict their binding affinity value. This is MHC class II binding data. The peptide sequence is NVWEVKSSKPLVGPF. The MHC is DRB1_1302 with pseudo-sequence DRB1_1302. The binding affinity (normalized) is 0.624.